This data is from HIV replication inhibition screening data with 41,000+ compounds from the AIDS Antiviral Screen. The task is: Binary Classification. Given a drug SMILES string, predict its activity (active/inactive) in a high-throughput screening assay against a specified biological target. (1) The drug is S=c1[nH]nc(CCCCCCCCc2n[nH]c(=S)o2)o1. The result is 0 (inactive). (2) The drug is Clc1nc(NC2CCCCC2)nc(NC2CCCCC2)n1. The result is 0 (inactive). (3) The molecule is CC1CCC2N(C1)CC1C3(O)CC45OC6(O)C(O)CCC4(C)C6CCC5C3(O)CC(O)C1(O)C2(C)O. The result is 0 (inactive). (4) The drug is CCCCOC(=O)CSSCC(=O)OCCCC. The result is 0 (inactive). (5) The molecule is CCCc1c(C(=O)OCC)[nH]c(C(=O)CCC(=O)c2[nH]c(C(=O)OCC)c(CCC)c2C(=O)OCC)c1C(=O)OCC. The result is 0 (inactive).